From a dataset of Full USPTO retrosynthesis dataset with 1.9M reactions from patents (1976-2016). Predict the reactants needed to synthesize the given product. Given the product [OH:28][C:27]1[C:26]2[C:21](=[N:22][CH:23]=[CH:24][CH:25]=2)[N:20]([CH3:29])[C:19](=[O:30])[C:18]=1[C:15](=[O:17])[CH:16]=[CH:13][C:10]1[S:9][C:8]([C:6]([NH:5][CH2:4][CH2:3][O:2][CH3:1])=[O:7])=[CH:12][CH:11]=1, predict the reactants needed to synthesize it. The reactants are: [CH3:1][O:2][CH2:3][CH2:4][NH:5][C:6]([C:8]1[S:9][C:10]([CH:13]=O)=[CH:11][CH:12]=1)=[O:7].[C:15]([C:18]1[C:19](=[O:30])[N:20]([CH3:29])[C:21]2[C:26]([C:27]=1[OH:28])=[CH:25][CH:24]=[CH:23][N:22]=2)(=[O:17])[CH3:16].N1CCCCC1.